Dataset: Peptide-MHC class I binding affinity with 185,985 pairs from IEDB/IMGT. Task: Regression. Given a peptide amino acid sequence and an MHC pseudo amino acid sequence, predict their binding affinity value. This is MHC class I binding data. (1) The binding affinity (normalized) is 0.531. The MHC is HLA-A31:01 with pseudo-sequence HLA-A31:01. The peptide sequence is RTLDFHDSNVK. (2) The peptide sequence is MRNTIMASK. The MHC is HLA-B18:01 with pseudo-sequence HLA-B18:01. The binding affinity (normalized) is 0.0847. (3) The MHC is HLA-A02:03 with pseudo-sequence HLA-A02:03. The peptide sequence is NLYRIGQSKV. The binding affinity (normalized) is 0.600.